From a dataset of Full USPTO retrosynthesis dataset with 1.9M reactions from patents (1976-2016). Predict the reactants needed to synthesize the given product. (1) Given the product [Cl:1][C:2]1[N:3]=[C:4]2[CH:12]=[C:11]([I:13])[CH:10]=[N:9][C:5]2=[N:6][C:7]=1[N:18]1[CH2:19][CH2:20][N:15]([CH3:14])[CH2:16][CH2:17]1, predict the reactants needed to synthesize it. The reactants are: [Cl:1][C:2]1[N:3]=[C:4]2[CH:12]=[C:11]([I:13])[CH:10]=[N:9][C:5]2=[N:6][C:7]=1Cl.[CH3:14][N:15]1[CH2:20][CH2:19][NH:18][CH2:17][CH2:16]1. (2) Given the product [C:30]([NH:33][C@@H:34]([CH3:46])[CH2:35][O:36][C:37]1[CH:38]=[CH:39][C:40]([C:41]([NH:1][C:2]2[CH:7]=[CH:6][C:5]([O:8][CH2:9][C:10]3[CH:15]=[CH:14][CH:13]=[CH:12][CH:11]=3)=[CH:4][C:3]=2[S:16][CH2:17][CH2:18][C:19]([O:21][CH2:22][CH:23]([CH2:28][CH3:29])[CH2:24][CH2:25][CH2:26][CH3:27])=[O:20])=[O:42])=[CH:44][CH:45]=1)(=[O:32])[CH3:31], predict the reactants needed to synthesize it. The reactants are: [NH2:1][C:2]1[CH:7]=[CH:6][C:5]([O:8][CH2:9][C:10]2[CH:15]=[CH:14][CH:13]=[CH:12][CH:11]=2)=[CH:4][C:3]=1[S:16][CH2:17][CH2:18][C:19]([O:21][CH2:22][CH:23]([CH2:28][CH3:29])[CH2:24][CH2:25][CH2:26][CH3:27])=[O:20].[C:30]([NH:33][C@@H:34]([CH3:46])[CH2:35][O:36][C:37]1[CH:45]=[CH:44][C:40]([C:41](O)=[O:42])=[CH:39][CH:38]=1)(=[O:32])[CH3:31]. (3) Given the product [CH3:32][S:33]([OH:36])(=[O:35])=[O:34].[F:31][C:2]([F:1])([C:25]1[CH:30]=[CH:29][CH:28]=[CH:27][N:26]=1)[CH2:3][NH:4][C:5]1[S:6]/[C:7](=[CH:11]\[C:12]2[CH:13]=[C:14]3[C:19](=[CH:20][CH:21]=2)[N:18]=[CH:17][CH:16]=[C:15]3[O:22][CH2:23][CH3:24])/[C:8](=[O:10])[N:9]=1, predict the reactants needed to synthesize it. The reactants are: [F:1][C:2]([F:31])([C:25]1[CH:30]=[CH:29][CH:28]=[CH:27][N:26]=1)[CH2:3][NH:4][C:5]1[S:6]/[C:7](=[CH:11]\[C:12]2[CH:13]=[C:14]3[C:19](=[CH:20][CH:21]=2)[N:18]=[CH:17][CH:16]=[C:15]3[O:22][CH2:23][CH3:24])/[C:8](=[O:10])[N:9]=1.[CH3:32][S:33]([OH:36])(=[O:35])=[O:34]. (4) Given the product [Cl:21][C:3]1[N:4]=[C:5]([C:8]2[CH:13]=[CH:12][CH:11]=[C:10]([N+:14]([O-:16])=[O:15])[C:9]=2[CH3:17])[N:6]=[N:7][C:2]=1[NH2:1], predict the reactants needed to synthesize it. The reactants are: [NH2:1][C:2]1[C:3](=O)[N:4]=[C:5]([C:8]2[CH:13]=[CH:12][CH:11]=[C:10]([N+:14]([O-:16])=[O:15])[C:9]=2[CH3:17])[NH:6][N:7]=1.S(Cl)([Cl:21])=O. (5) Given the product [OH:15][C@H:16]([C:33]1[C:34]([CH3:43])=[C:35]2[C:39](=[CH:40][CH:41]=1)[C:38](=[O:42])[O:37][CH2:36]2)[CH2:17][N:18]1[CH2:23][CH2:22][N:21]([C:24]([O:26][C:27]([CH3:28])([CH3:29])[CH3:30])=[O:25])[CH2:20][C@H:19]1[CH2:31][OH:32], predict the reactants needed to synthesize it. The reactants are: CC1C2COC(=O)C=2C=CC=1[C@@H]1CO1.[OH:15][CH:16]([C:33]1[C:34]([CH3:43])=[C:35]2[C:39](=[CH:40][CH:41]=1)[C:38](=[O:42])[O:37][CH2:36]2)[CH2:17][N:18]1[CH2:23][CH2:22][N:21]([C:24]([O:26][C:27]([CH3:30])([CH3:29])[CH3:28])=[O:25])[CH2:20][C@H:19]1[CH2:31][OH:32]. (6) Given the product [C:14]1([CH3:24])[CH:19]=[CH:18][C:17]([S:20]([O:6][C@H:5]([C:7]2[S:8][CH:9]=[CH:10][CH:11]=2)[CH2:4][CH2:3][NH:2][CH3:1])(=[O:22])=[O:21])=[CH:16][CH:15]=1, predict the reactants needed to synthesize it. The reactants are: [CH3:1][NH:2][CH2:3][CH2:4][C@@H:5]([C:7]1[S:8][CH:9]=[CH:10][CH:11]=1)[OH:6].[Cl-].O.[C:14]1([CH3:24])[CH:19]=[CH:18][C:17]([S:20](O)(=[O:22])=[O:21])=[CH:16][CH:15]=1. (7) Given the product [Cl:1][C:2]1[CH:3]=[CH:4][C:5]([C:8]2[N:9]([C:10]3[CH:15]=[CH:14][C:13]([S:16]([CH3:19])(=[O:17])=[O:18])=[CH:12][CH:11]=3)[CH:27]=[C:28]([C:30]3[CH:39]=[CH:38][C:37]4[C:32](=[CH:33][CH:34]=[CH:35][CH:36]=4)[CH:31]=3)[N:20]=2)=[CH:6][CH:7]=1, predict the reactants needed to synthesize it. The reactants are: [Cl:1][C:2]1[CH:7]=[CH:6][C:5]([C:8](=[NH:20])[NH:9][C:10]2[CH:15]=[CH:14][C:13]([S:16]([CH3:19])(=[O:18])=[O:17])=[CH:12][CH:11]=2)=[CH:4][CH:3]=1.C(=O)(O)[O-].[Na+].Br[CH2:27][C:28]([C:30]1[CH:39]=[CH:38][C:37]2[C:32](=[CH:33][CH:34]=[CH:35][CH:36]=2)[CH:31]=1)=O.